Dataset: CYP3A4 inhibition data for predicting drug metabolism from PubChem BioAssay. Task: Regression/Classification. Given a drug SMILES string, predict its absorption, distribution, metabolism, or excretion properties. Task type varies by dataset: regression for continuous measurements (e.g., permeability, clearance, half-life) or binary classification for categorical outcomes (e.g., BBB penetration, CYP inhibition). Dataset: cyp3a4_veith. (1) The compound is COc1ccccc1N1CCN(C[C@@H](O)COc2cccc3ccccc23)CC1. The result is 0 (non-inhibitor). (2) The compound is O=C(N[C@@H](c1ccccc1)[C@@H]1C[C@H]1C(=O)NCc1ccccn1)OCc1ccccc1. The result is 1 (inhibitor).